From a dataset of Reaction yield outcomes from USPTO patents with 853,638 reactions. Predict the reaction yield, written as a fraction of the theoretical maximum amount of product (1.0 means a 100% yield; for example, 0.34 means a 34% yield). (1) The reactants are [C:1]1([CH3:7])[CH:6]=[CH:5][CH:4]=[CH:3][CH:2]=1.CC(O[O:18][C:19]([C:22]1C=CC=CC=1)(C)C)(C1C=CC=CC=1)C.[C]=O.[CH2:30]([OH:32])C. No catalyst specified. The product is [C:1]1([CH2:7][C:30]([O:18][CH2:19][CH3:22])=[O:32])[CH:6]=[CH:5][CH:4]=[CH:3][CH:2]=1. The yield is 0.430. (2) The reactants are [F:1][C:2]([F:24])([F:23])[C:3]1[CH:4]=[C:5]([C:13]2[N:17]=[CH:16][N:15](/[CH:18]=[CH:19]\[C:20]([OH:22])=O)[N:14]=2)[CH:6]=[C:7]([C:9]([F:12])([F:11])[F:10])[CH:8]=1.[C:25]([NH:31][NH2:32])(=[O:30])[C:26]([CH3:29])([CH3:28])[CH3:27].C(P1(=O)OP(CCC)(=O)OP(CCC)(=O)O1)CC.CCN(C(C)C)C(C)C. The catalyst is CCOC(C)=O. The product is [F:12][C:9]([F:10])([F:11])[C:7]1[CH:6]=[C:5]([C:13]2[N:17]=[CH:16][N:15](/[CH:18]=[CH:19]\[C:20]([NH:32][NH:31][C:25](=[O:30])[C:26]([CH3:29])([CH3:28])[CH3:27])=[O:22])[N:14]=2)[CH:4]=[C:3]([C:2]([F:1])([F:23])[F:24])[CH:8]=1. The yield is 0.430. (3) The yield is 0.940. The product is [NH2:1][C:4]1[CH:5]=[C:6]2[C:11](=[CH:12][CH:13]=1)[O:10][CH:9]=[CH:8][C:7]2=[O:14]. The catalyst is CO.C(OCC)(=O)C.[Pd]. The reactants are [N+:1]([C:4]1[CH:5]=[C:6]2[C:11](=[CH:12][CH:13]=1)[O:10][CH:9]=[CH:8][C:7]2=[O:14])([O-])=O. (4) The reactants are [IH:1].Cl[C:3]1[N:8]=[C:7]([C:9]2[CH:14]=[C:13]([O:15][CH2:16][CH3:17])[CH:12]=[CH:11][C:10]=2[F:18])[CH:6]=[C:5]([CH3:19])[N:4]=1. The catalyst is C(Cl)Cl. The product is [CH2:16]([O:15][C:13]1[CH:12]=[CH:11][C:10]([F:18])=[C:9]([C:7]2[CH:6]=[C:5]([CH3:19])[N:4]=[C:3]([I:1])[N:8]=2)[CH:14]=1)[CH3:17]. The yield is 0.574. (5) The reactants are CCN(CC)CC.O[C@@H:9]([CH3:23])[C@@H:10]([NH:14][C:15]([O:17][CH2:18][CH2:19][CH2:20][CH2:21][CH3:22])=[O:16])[C:11]([OH:13])=[O:12].C1CN([P+](ON2N=NC3C=CC=CC2=3)(N2CCCC2)N2CCCC2)CC1.F[P-](F)(F)(F)(F)F. The catalyst is C(Cl)Cl. The product is [CH2:18]([O:17][C:15](=[O:16])[NH:14][C@H:10]1[C:11](=[O:13])[O:12][C@H:9]1[CH3:23])[CH2:19][CH2:20][CH2:21][CH3:22]. The yield is 0.225.